Dataset: Full USPTO retrosynthesis dataset with 1.9M reactions from patents (1976-2016). Task: Predict the reactants needed to synthesize the given product. (1) Given the product [C:21]1([C:24]2[CH:25]=[CH:26][CH:27]=[CH:28][CH:29]=2)[CH:22]=[CH:23][C:18]([O:17][CH2:16][CH2:15][CH2:14][O:13][C:10]2[CH:11]=[CH:12][C:7]([CH2:6][C@H:5]([O:31][CH3:32])[C:4]([OH:33])=[O:3])=[CH:8][C:9]=2[Cl:30])=[CH:19][CH:20]=1, predict the reactants needed to synthesize it. The reactants are: C([O:3][C:4](=[O:33])[CH:5]([O:31][CH3:32])[CH2:6][C:7]1[CH:12]=[CH:11][C:10]([O:13][CH2:14][CH2:15][CH2:16][O:17][C:18]2[CH:23]=[CH:22][C:21]([C:24]3[CH:29]=[CH:28][CH:27]=[CH:26][CH:25]=3)=[CH:20][CH:19]=2)=[C:9]([Cl:30])[CH:8]=1)C.[OH-].[Na+]. (2) Given the product [CH3:34][N:2]([CH3:1])[CH:3]1[CH2:4][N:5]([C:7]2[CH:8]=[C:9]([O:32][CH3:33])[C:10]([NH:16][C:17]3[N:22]=[C:21]([C:23]4[CH:24]=[N:25][N:26]5[CH2:31][CH2:30][CH2:29][CH2:28][C:27]=45)[CH:20]=[CH:19][N:18]=3)=[CH:11][C:12]=2[NH2:13])[CH2:6]1, predict the reactants needed to synthesize it. The reactants are: [CH3:1][N:2]([CH3:34])[CH:3]1[CH2:6][N:5]([C:7]2[C:12]([N+:13]([O-])=O)=[CH:11][C:10]([NH:16][C:17]3[N:22]=[C:21]([C:23]4[CH:24]=[N:25][N:26]5[CH2:31][CH2:30][CH2:29][CH2:28][C:27]=45)[CH:20]=[CH:19][N:18]=3)=[C:9]([O:32][CH3:33])[CH:8]=2)[CH2:4]1.[NH4+].[Cl-]. (3) Given the product [Cl:1][C:2]1[CH:3]=[C:4]([CH:9]2[CH:15]([CH2:16][O:17][CH2:27][C:28]([O:30][CH2:31][CH3:32])=[O:29])[O:14][CH2:13][CH2:12][N:11]([C:18]([O:20][C:21]([CH3:24])([CH3:23])[CH3:22])=[O:19])[CH2:10]2)[CH:5]=[CH:6][C:7]=1[Cl:8], predict the reactants needed to synthesize it. The reactants are: [Cl:1][C:2]1[CH:3]=[C:4]([CH:9]2[CH:15]([CH2:16][OH:17])[O:14][CH2:13][CH2:12][N:11]([C:18]([O:20][C:21]([CH3:24])([CH3:23])[CH3:22])=[O:19])[CH2:10]2)[CH:5]=[CH:6][C:7]=1[Cl:8].[N+](=[CH:27][C:28]([O:30][CH2:31][CH3:32])=[O:29])=[N-]. (4) Given the product [C:26]([N:22]1[CH:21]([CH2:29][C:30]2[CH:31]=[CH:32][CH:33]=[CH:34][CH:35]=2)[C:20](=[O:36])[NH:19][C:24](=[CH:4][C:3]2[CH:6]=[CH:7][CH:8]=[CH:9][C:2]=2[Br:1])[C:23]1=[O:25])(=[O:28])[CH3:27], predict the reactants needed to synthesize it. The reactants are: [Br:1][C:2]1[CH:9]=[CH:8][CH:7]=[CH:6][C:3]=1[CH:4]=O.C([O-])([O-])=O.[Cs+].[Cs+].C([N:19]1[CH2:24][C:23](=[O:25])[N:22]([C:26](=[O:28])[CH3:27])[CH:21]([CH2:29][C:30]2[CH:35]=[CH:34][CH:33]=[CH:32][CH:31]=2)[C:20]1=[O:36])(=O)C.C(O)(=O)CC(CC(O)=O)(C(O)=O)O. (5) Given the product [Cl:33][C:25]1[CH:24]=[C:23]([C@@H:16]([CH2:17][CH:18]2[CH2:22][CH2:21][CH2:20][CH2:19]2)[C:15]([NH:14][C:11]2[CH:12]=[CH:13][N:9]([CH2:8][CH2:7][C:6]([OH:35])=[O:5])[N:10]=2)=[O:34])[CH:28]=[CH:27][C:26]=1[S:29]([CH3:32])(=[O:31])=[O:30], predict the reactants needed to synthesize it. The reactants are: C([O:5][C:6](=[O:35])[CH2:7][CH2:8][N:9]1[CH:13]=[CH:12][C:11]([NH:14][C:15](=[O:34])[C@@H:16]([C:23]2[CH:28]=[CH:27][C:26]([S:29]([CH3:32])(=[O:31])=[O:30])=[C:25]([Cl:33])[CH:24]=2)[CH2:17][CH:18]2[CH2:22][CH2:21][CH2:20][CH2:19]2)=[N:10]1)(C)(C)C. (6) Given the product [Br:1][C:2]1[CH:15]=[C:14]([F:16])[C:13]([F:17])=[CH:12][C:3]=1[CH2:4][O:5][CH2:6][CH2:7][N:27]([CH3:28])[CH3:26], predict the reactants needed to synthesize it. The reactants are: [Br:1][C:2]1[CH:15]=[C:14]([F:16])[C:13]([F:17])=[CH:12][C:3]=1[CH2:4][O:5][CH2:6][CH2:7]CN(C)C.C(=O)([O-])[O-].[K+].[K+].O.N[C:26]1N=C(C(N2CC3C(=CC=CC=3)C2)=O)C2[C:28](=CC=C(B3OC(C)(C)C(C)(C)O3)C=2)[N:27]=1.